This data is from Peptide-MHC class I binding affinity with 185,985 pairs from IEDB/IMGT. The task is: Regression. Given a peptide amino acid sequence and an MHC pseudo amino acid sequence, predict their binding affinity value. This is MHC class I binding data. (1) The peptide sequence is DENANANNA. The MHC is H-2-Kk with pseudo-sequence H-2-Kk. The binding affinity (normalized) is 0.184. (2) The MHC is HLA-A11:01 with pseudo-sequence HLA-A11:01. The binding affinity (normalized) is 0.222. The peptide sequence is VCFHEFLSSK. (3) The peptide sequence is CTNFKTQLV. The MHC is HLA-A30:02 with pseudo-sequence HLA-A30:02. The binding affinity (normalized) is 0.285. (4) The peptide sequence is NRLKPRDFK. The MHC is HLA-A01:01 with pseudo-sequence HLA-A01:01. The binding affinity (normalized) is 0.0847. (5) The peptide sequence is NTTQQGDMY. The MHC is HLA-B18:01 with pseudo-sequence HLA-B18:01. The binding affinity (normalized) is 0.0847. (6) The peptide sequence is ETHDRGFAM. The MHC is HLA-A26:03 with pseudo-sequence HLA-A26:03. The binding affinity (normalized) is 0.744. (7) The peptide sequence is VLALYSPPLI. The MHC is HLA-A02:06 with pseudo-sequence HLA-A02:06. The binding affinity (normalized) is 0.375. (8) The peptide sequence is RFRKKKKVY. The MHC is HLA-A30:01 with pseudo-sequence HLA-A30:01. The binding affinity (normalized) is 0.411. (9) The peptide sequence is FEMKAPFSSL. The MHC is HLA-B18:01 with pseudo-sequence HLA-B18:01. The binding affinity (normalized) is 0.539. (10) The peptide sequence is SSARYDVAL. The MHC is HLA-A02:01 with pseudo-sequence HLA-A02:01. The binding affinity (normalized) is 0.0847.